This data is from Forward reaction prediction with 1.9M reactions from USPTO patents (1976-2016). The task is: Predict the product of the given reaction. Given the reactants [C:1]([C:4]1[CH:5]=[C:6]([C:13]2[CH:14]=[C:15]([CH:27]=[CH:28][CH:29]=2)[CH2:16][NH:17][C@H:18]([C:20]([O:22]C(C)(C)C)=[O:21])[CH3:19])[S:7][C:8]=1[NH:9][C:10](=[O:12])[NH2:11])(=[O:3])[NH2:2], predict the reaction product. The product is: [C:1]([C:4]1[CH:5]=[C:6]([C:13]2[CH:14]=[C:15]([CH:27]=[CH:28][CH:29]=2)[CH2:16][NH:17][C@H:18]([C:20]([OH:22])=[O:21])[CH3:19])[S:7][C:8]=1[NH:9][C:10](=[O:12])[NH2:11])(=[O:3])[NH2:2].